Dataset: Full USPTO retrosynthesis dataset with 1.9M reactions from patents (1976-2016). Task: Predict the reactants needed to synthesize the given product. (1) Given the product [OH:8][C:7]1[C:4]([O:5][CH3:6])=[CH:3][C:2]([C:1]([OH:12])=[O:11])=[CH:10][C:9]=1[N+:13]([O-:15])=[O:14], predict the reactants needed to synthesize it. The reactants are: [C:1]([OH:12])(=[O:11])[C:2]1[CH:10]=[CH:9][C:7]([OH:8])=[C:4]([O:5][CH3:6])[CH:3]=1.[N+:13]([O-])([OH:15])=[O:14]. (2) Given the product [Cl:34][C:35]1[CH:36]=[C:37]([N:42]2[CH2:60][CH2:59][N:46]([CH2:47][CH2:48][CH2:49][N:50]3[CH2:57][CH2:56][C:53]4([CH2:54][CH2:55]4)[C@H:52]([OH:58])[CH2:51]3)[C:44](=[O:45])[C@@H:43]2[CH3:65])[CH:38]=[CH:39][C:40]=1[F:41], predict the reactants needed to synthesize it. The reactants are: ClC1C=C(NC(C)C(O)=O)C=CC=1F.COC(OC)CNCCCN1CCC2(CC2)[C@H](O)C1.[Cl:34][C:35]1[CH:36]=[C:37]([NH:42][CH:43]([CH3:65])[C:44]([N:46]([CH2:59][CH:60](OC)OC)[CH2:47][CH2:48][CH2:49][N:50]2[CH2:57][CH2:56][C:53]3([CH2:55][CH2:54]3)[C@H:52]([OH:58])[CH2:51]2)=[O:45])[CH:38]=[CH:39][C:40]=1[F:41]. (3) Given the product [N:9]1([CH2:8][CH2:7][C:6]2[CH:5]=[C:4]([NH2:1])[CH:17]=[CH:16][CH:15]=2)[CH2:14][CH2:13][CH2:12][CH2:11][CH2:10]1, predict the reactants needed to synthesize it. The reactants are: [N+:1]([C:4]1[CH:5]=[C:6]([CH:15]=[CH:16][CH:17]=1)[CH2:7][CH2:8][N:9]1[CH2:14][CH2:13][CH2:12][CH2:11][CH2:10]1)([O-])=O.[H][H].